From a dataset of Forward reaction prediction with 1.9M reactions from USPTO patents (1976-2016). Predict the product of the given reaction. (1) The product is: [F:24][C:20]1[CH:19]=[C:18]([C:13]2[C:12]([CH2:11][O:10][C:7]3[CH:8]=[CH:9][C:4]([C:3]([OH:25])=[O:2])=[CH:5][N:6]=3)=[C:16]([CH3:17])[O:15][N:14]=2)[CH:23]=[CH:22][CH:21]=1. Given the reactants C[O:2][C:3](=[O:25])[C:4]1[CH:9]=[CH:8][C:7]([O:10][CH2:11][C:12]2[C:13]([C:18]3[CH:23]=[CH:22][CH:21]=[C:20]([F:24])[CH:19]=3)=[N:14][O:15][C:16]=2[CH3:17])=[N:6][CH:5]=1.O.[OH-].[Li+], predict the reaction product. (2) Given the reactants [C:1]1([C:7]2[C:15]([C:16]3[CH:17]=[N:18][C:19](S(C4C=CC=CC=4)(=O)=O)=[CH:20][CH:21]=3)=[C:10]3[CH:11]=[N:12][CH:13]=[CH:14][N:9]3[N:8]=2)[CH:6]=[CH:5][CH:4]=[CH:3][CH:2]=1.[CH3:31][O-:32].[Na+], predict the reaction product. The product is: [CH3:31][O:32][C:19]1[N:18]=[CH:17][C:16]([C:15]2[C:7]([C:1]3[CH:6]=[CH:5][CH:4]=[CH:3][CH:2]=3)=[N:8][N:9]3[CH:14]=[CH:13][N:12]=[CH:11][C:10]=23)=[CH:21][CH:20]=1.